This data is from Forward reaction prediction with 1.9M reactions from USPTO patents (1976-2016). The task is: Predict the product of the given reaction. (1) Given the reactants [NH:1]1[CH:5]=[CH:4][C:3]([NH:6][C:7]2[C:8]3[S:24][CH:23]=[C:22]([CH3:25])[C:9]=3[N:10]=[C:11]([C:13]([C:15]3[CH:20]=[CH:19][C:18]([F:21])=[CH:17][CH:16]=3)=[O:14])[N:12]=2)=[N:2]1.FC1C=CC(C(C2N=C(NC3C=C(C)NN=3)C3SC=C(C)C=3N=2)=O)=CC=1, predict the reaction product. The product is: [NH:1]1[CH:5]=[CH:4][C:3]([NH:6][C:7]2[C:8]3[S:24][CH:23]=[C:22]([CH3:25])[C:9]=3[N:10]=[C:11]([CH:13]([C:15]3[CH:16]=[CH:17][C:18]([F:21])=[CH:19][CH:20]=3)[OH:14])[N:12]=2)=[N:2]1. (2) The product is: [Br:16][C:13]1[CH:14]=[CH:15][C:10]([CH:9]2[CH2:8][CH2:7][CH:6]([C:22]3[CH:27]=[CH:26][C:25]([Br:28])=[CH:24][CH:23]=3)[N:34]2[C:33]2[CH:35]=[CH:36][C:30]([C:10]([CH3:15])([CH3:11])[CH3:9])=[CH:31][CH:32]=2)=[CH:11][CH:12]=1. Given the reactants CS(O[CH:6]([C:22]1[CH:27]=[CH:26][C:25]([Br:28])=[CH:24][CH:23]=1)[CH2:7][CH2:8][CH:9](OS(C)(=O)=O)[C:10]1[CH:15]=[CH:14][C:13]([Br:16])=[CH:12][CH:11]=1)(=O)=O.F[C:30]1[CH:36]=[CH:35][C:33]([NH2:34])=[CH:32][CH:31]=1, predict the reaction product. (3) The product is: [BrH:16].[CH3:12][O:13][CH2:14][CH2:15][N:6]1[CH:5]=[C:4]([CH2:3][C:2]([F:1])([F:10])[F:11])[S:8][C:7]1=[NH:9]. Given the reactants [F:1][C:2]([F:11])([F:10])[CH2:3][C:4]1[S:8][C:7]([NH2:9])=[N:6][CH:5]=1.[CH3:12][O:13][CH2:14][CH2:15][Br:16], predict the reaction product. (4) Given the reactants [Cl:1][C:2]1[CH:7]=[CH:6][C:5]([C:8]2[CH2:13][CH2:12][C:11]([CH3:15])([CH3:14])[CH2:10][C:9]=2[CH:16]=O)=[CH:4][CH:3]=1.[N:18]1([C:24]2[CH:34]=[CH:33][C:27]([C:28]([O:30][CH2:31][CH3:32])=[O:29])=[CH:26][CH:25]=2)[CH2:23][CH2:22][NH:21][CH2:20][CH2:19]1.C(O[BH-](OC(=O)C)OC(=O)C)(=O)C.[Na+], predict the reaction product. The product is: [Cl:1][C:2]1[CH:3]=[CH:4][C:5]([C:8]2[CH2:13][CH2:12][C:11]([CH3:14])([CH3:15])[CH2:10][C:9]=2[CH2:16][N:21]2[CH2:20][CH2:19][N:18]([C:24]3[CH:25]=[CH:26][C:27]([C:28]([O:30][CH2:31][CH3:32])=[O:29])=[CH:33][CH:34]=3)[CH2:23][CH2:22]2)=[CH:6][CH:7]=1. (5) Given the reactants [F:1][C:2]1[C:13]([C:14]([F:17])([F:16])[F:15])=[CH:12][CH:11]=[CH:10][C:3]=1[C:4](N(OC)C)=[O:5].[CH3:18][O:19][C:20]1[CH:25]=[C:24]([O:26][CH3:27])[CH:23]=[CH:22][C:21]=1[Mg]Br, predict the reaction product. The product is: [CH3:18][O:19][C:20]1[CH:25]=[C:24]([O:26][CH3:27])[CH:23]=[CH:22][C:21]=1[C:4]([C:3]1[CH:10]=[CH:11][CH:12]=[C:13]([C:14]([F:15])([F:16])[F:17])[C:2]=1[F:1])=[O:5]. (6) The product is: [O:1]([C:8]1[CH:9]=[C:10]([CH:11]=[CH:12][CH:13]=1)[O:14][CH2:18][CH2:16][C:15]#[N:17])[C:2]1[CH:3]=[CH:4][CH:5]=[CH:6][CH:7]=1. Given the reactants [O:1]([C:8]1[CH:9]=[C:10]([OH:14])[CH:11]=[CH:12][CH:13]=1)[C:2]1[CH:7]=[CH:6][CH:5]=[CH:4][CH:3]=1.[C:15](#[N:17])[CH3:16].[C:18](O)(C)(C)C.C([O-])([O-])=O.[K+].[K+], predict the reaction product. (7) Given the reactants [CH3:1][O:2][C:3]1[CH:8]=[CH:7][C:6]([C:9]2[O:13][C:12]([C:14]3[CH:19]=[CH:18][C:17]([NH2:20])=[C:16]([N+:21]([O-])=O)[CH:15]=3)=[N:11][N:10]=2)=[CH:5][CH:4]=1, predict the reaction product. The product is: [CH3:1][O:2][C:3]1[CH:4]=[CH:5][C:6]([C:9]2[O:13][C:12]([C:14]3[CH:15]=[C:16]([NH2:21])[C:17]([NH2:20])=[CH:18][CH:19]=3)=[N:11][N:10]=2)=[CH:7][CH:8]=1.